This data is from Forward reaction prediction with 1.9M reactions from USPTO patents (1976-2016). The task is: Predict the product of the given reaction. (1) Given the reactants [Br:1][C:2]1[CH:3]=[C:4]2[C:8](=[CH:9][CH:10]=1)[NH:7][CH2:6][CH2:5]2.O.ON1C2C=CC=CC=2N=N1.[CH3:22][N:23]1[CH2:28]C[O:26][CH2:25][CH2:24]1.CN(C)CC(O)=O.Cl.CN(C)CCCN=C=NCC, predict the reaction product. The product is: [Br:1][C:2]1[CH:3]=[C:4]2[C:8](=[CH:9][CH:10]=1)[N:7]([C:25](=[O:26])[CH2:24][N:23]([CH3:28])[CH3:22])[CH2:6][CH2:5]2. (2) Given the reactants Br[C:2]1[N:7]=[C:6]([C:8]([O:10][CH3:11])=[O:9])[CH:5]=[CH:4][CH:3]=1.[OH:12][C:13]1[CH:18]=[CH:17][C:16](B(O)O)=[CH:15][CH:14]=1.C([O-])([O-])=O.[K+].[K+].CCOC(C)=O, predict the reaction product. The product is: [OH:12][C:13]1[CH:18]=[CH:17][C:16]([C:2]2[N:7]=[C:6]([C:8]([O:10][CH3:11])=[O:9])[CH:5]=[CH:4][CH:3]=2)=[CH:15][CH:14]=1. (3) Given the reactants [Cl:1][C:2]1[C:10]([C:11]2([C:14]#[N:15])[CH2:13][CH2:12]2)=[CH:9][CH:8]=[CH:7][C:3]=1[C:4](O)=[O:5].CN(C)C=O.C(Cl)(=O)C([Cl:24])=O, predict the reaction product. The product is: [Cl:1][C:2]1[C:10]([C:11]2([C:14]#[N:15])[CH2:13][CH2:12]2)=[CH:9][CH:8]=[CH:7][C:3]=1[C:4]([Cl:24])=[O:5]. (4) Given the reactants [CH3:1][C:2]1[CH:7]=[CH:6][C:5]([O:8][C:9]2[CH:14]=[CH:13][CH:12]=[CH:11][CH:10]=2)=[CH:4][CH:3]=1.[Cl:15][S:16](O)(=[O:18])=[O:17].C(Cl)(=O)C(Cl)=O.CN(C=O)C, predict the reaction product. The product is: [CH3:1][C:2]1[CH:7]=[CH:6][C:5]([O:8][C:9]2[CH:10]=[CH:11][C:12]([S:16]([Cl:15])(=[O:18])=[O:17])=[CH:13][CH:14]=2)=[CH:4][CH:3]=1. (5) Given the reactants Cl.[NH2:2][C:3]([NH2:5])=[NH:4].[H-].[Na+].[C:8]([O:12][C:13](=[O:37])[CH2:14][N:15]([S:22]([C:25]1[CH:34]=[C:33]2[C:28]([C:29]([Cl:36])=[CH:30][N:31]=[C:32]2Cl)=[CH:27][CH:26]=1)(=[O:24])=[O:23])[CH2:16][CH:17]1[CH2:21][CH2:20][CH2:19][CH2:18]1)([CH3:11])([CH3:10])[CH3:9], predict the reaction product. The product is: [C:8]([O:12][C:13](=[O:37])[CH2:14][N:15]([S:22]([C:25]1[CH:34]=[C:33]2[C:28]([C:29]([Cl:36])=[CH:30][N:31]=[C:32]2[NH:4][C:3]([NH2:5])=[NH:2])=[CH:27][CH:26]=1)(=[O:23])=[O:24])[CH2:16][CH:17]1[CH2:21][CH2:20][CH2:19][CH2:18]1)([CH3:11])([CH3:9])[CH3:10].